This data is from Catalyst prediction with 721,799 reactions and 888 catalyst types from USPTO. The task is: Predict which catalyst facilitates the given reaction. (1) Reactant: [Cl:1][C:2]1[CH:7]=[CH:6][C:5]([C:8]2[N:12]([C:13]3[CH:18]=[CH:17][C:16]([Cl:19])=[CH:15][C:14]=3[Cl:20])[N:11]=[C:10]([C:21](O)=[O:22])[C:9]=2[CH3:24])=[CH:4][CH:3]=1.C(N(CC)CC)C.[C:32]1([C:38]2([NH:44][C:45](=[O:51])[O:46][C:47]([CH3:50])([CH3:49])[CH3:48])[CH2:43][CH2:42][NH:41][CH2:40][CH2:39]2)[CH:37]=[CH:36][CH:35]=[CH:34][CH:33]=1.F[P-](F)(F)(F)(F)F.N1(O[P+](N(C)C)(N(C)C)N(C)C)C2C=CC=CC=2N=N1. Product: [Cl:1][C:2]1[CH:3]=[CH:4][C:5]([C:8]2[N:12]([C:13]3[CH:18]=[CH:17][C:16]([Cl:19])=[CH:15][C:14]=3[Cl:20])[N:11]=[C:10]([C:21]([N:41]3[CH2:42][CH2:43][C:38]([NH:44][C:45](=[O:51])[O:46][C:47]([CH3:48])([CH3:50])[CH3:49])([C:32]4[CH:33]=[CH:34][CH:35]=[CH:36][CH:37]=4)[CH2:39][CH2:40]3)=[O:22])[C:9]=2[CH3:24])=[CH:6][CH:7]=1. The catalyst class is: 7. (2) Reactant: [F:1][C:2]([F:13])([F:12])[C:3]1[C:7]([C:8](O)=[O:9])=[CH:6][N:5]([CH3:11])[N:4]=1.C(Cl)(=O)C([Cl:17])=O. Product: [CH3:11][N:5]1[CH:6]=[C:7]([C:8]([Cl:17])=[O:9])[C:3]([C:2]([F:13])([F:12])[F:1])=[N:4]1. The catalyst class is: 120.